This data is from Forward reaction prediction with 1.9M reactions from USPTO patents (1976-2016). The task is: Predict the product of the given reaction. Given the reactants [Br:1][C:2]1[CH:7]=[CH:6][C:5]([OH:8])=[CH:4][CH:3]=1.Br[CH2:10][CH2:11][CH2:12][CH2:13][CH2:14][CH2:15][CH2:16][CH2:17][OH:18].C(=O)([O-])[O-].[K+].[K+], predict the reaction product. The product is: [Br:1][C:2]1[CH:7]=[CH:6][C:5]([O:8][CH2:10][CH2:11][CH2:12][CH2:13][CH2:14][CH2:15][CH2:16][CH2:17][OH:18])=[CH:4][CH:3]=1.